From a dataset of NCI-60 drug combinations with 297,098 pairs across 59 cell lines. Regression. Given two drug SMILES strings and cell line genomic features, predict the synergy score measuring deviation from expected non-interaction effect. (1) Drug 1: COC1=C2C(=CC3=C1OC=C3)C=CC(=O)O2. Drug 2: CC1C(C(CC(O1)OC2CC(CC3=C2C(=C4C(=C3O)C(=O)C5=C(C4=O)C(=CC=C5)OC)O)(C(=O)CO)O)N)O.Cl. Cell line: IGROV1. Synergy scores: CSS=44.7, Synergy_ZIP=4.15, Synergy_Bliss=4.49, Synergy_Loewe=-11.6, Synergy_HSA=4.15. (2) Drug 1: C1=CC(=CC=C1C#N)C(C2=CC=C(C=C2)C#N)N3C=NC=N3. Drug 2: CCC1(C2=C(COC1=O)C(=O)N3CC4=CC5=C(C=CC(=C5CN(C)C)O)N=C4C3=C2)O.Cl. Cell line: RPMI-8226. Synergy scores: CSS=4.21, Synergy_ZIP=10.3, Synergy_Bliss=9.33, Synergy_Loewe=-13.5, Synergy_HSA=-0.803. (3) Drug 1: CC12CCC3C(C1CCC2=O)CC(=C)C4=CC(=O)C=CC34C. Drug 2: CC1=C2C(C(=O)C3(C(CC4C(C3C(C(C2(C)C)(CC1OC(=O)C(C(C5=CC=CC=C5)NC(=O)C6=CC=CC=C6)O)O)OC(=O)C7=CC=CC=C7)(CO4)OC(=O)C)O)C)OC(=O)C. Cell line: SK-MEL-28. Synergy scores: CSS=40.5, Synergy_ZIP=-1.01, Synergy_Bliss=-0.139, Synergy_Loewe=-6.65, Synergy_HSA=2.71. (4) Drug 1: CC(C1=C(C=CC(=C1Cl)F)Cl)OC2=C(N=CC(=C2)C3=CN(N=C3)C4CCNCC4)N. Drug 2: C1CC(=O)NC(=O)C1N2CC3=C(C2=O)C=CC=C3N. Cell line: SN12C. Synergy scores: CSS=9.48, Synergy_ZIP=-4.50, Synergy_Bliss=-1.40, Synergy_Loewe=-1.52, Synergy_HSA=1.73. (5) Drug 1: C(CC(=O)O)C(=O)CN.Cl. Drug 2: C1CC(=O)NC(=O)C1N2C(=O)C3=CC=CC=C3C2=O. Cell line: CAKI-1. Synergy scores: CSS=16.7, Synergy_ZIP=-3.70, Synergy_Bliss=-0.852, Synergy_Loewe=-4.03, Synergy_HSA=-4.77. (6) Drug 1: COC1=C(C=C2C(=C1)N=CN=C2NC3=CC(=C(C=C3)F)Cl)OCCCN4CCOCC4. Drug 2: CN(CCCl)CCCl.Cl. Cell line: BT-549. Synergy scores: CSS=23.4, Synergy_ZIP=-5.42, Synergy_Bliss=-3.09, Synergy_Loewe=-3.40, Synergy_HSA=-2.88. (7) Cell line: SNB-19. Drug 1: CCC(=C(C1=CC=CC=C1)C2=CC=C(C=C2)OCCN(C)C)C3=CC=CC=C3.C(C(=O)O)C(CC(=O)O)(C(=O)O)O. Synergy scores: CSS=2.57, Synergy_ZIP=-2.20, Synergy_Bliss=-2.68, Synergy_Loewe=-2.85, Synergy_HSA=-3.12. Drug 2: C(CC(=O)O)C(=O)CN.Cl. (8) Drug 1: C1CC(=O)NC(=O)C1N2CC3=C(C2=O)C=CC=C3N. Drug 2: CS(=O)(=O)CCNCC1=CC=C(O1)C2=CC3=C(C=C2)N=CN=C3NC4=CC(=C(C=C4)OCC5=CC(=CC=C5)F)Cl. Cell line: UACC-257. Synergy scores: CSS=0.320, Synergy_ZIP=1.23, Synergy_Bliss=2.92, Synergy_Loewe=-0.597, Synergy_HSA=-1.17.